Binary Classification. Given a T-cell receptor sequence (or CDR3 region) and an epitope sequence, predict whether binding occurs between them. From a dataset of TCR-epitope binding with 47,182 pairs between 192 epitopes and 23,139 TCRs. (1) The epitope is PKYVKQNTLKLAT. The TCR CDR3 sequence is CSASGHRTDGNTIYF. Result: 1 (the TCR binds to the epitope). (2) The epitope is TAFTIPSI. The TCR CDR3 sequence is CASRKGQGDWEAFF. Result: 0 (the TCR does not bind to the epitope). (3) The epitope is YLQPRTFLL. The TCR CDR3 sequence is CSAVRSSGGGEQYF. Result: 0 (the TCR does not bind to the epitope). (4) The epitope is LPAADLDDF. The TCR CDR3 sequence is CASSQRTGADEQYF. Result: 1 (the TCR binds to the epitope). (5) The epitope is GTSGSPIINR. The TCR CDR3 sequence is CASSPGTSGAYEQYF. Result: 0 (the TCR does not bind to the epitope). (6) The epitope is LLLGIGILV. The TCR CDR3 sequence is CASSLDLGVGGQPQHF. Result: 1 (the TCR binds to the epitope). (7) The epitope is YFPLQSYGF. The TCR CDR3 sequence is CASSRDSGGNEAFF. Result: 0 (the TCR does not bind to the epitope). (8) The epitope is ELAGIGILTV. The TCR CDR3 sequence is CSVGPGRPGYTF. Result: 0 (the TCR does not bind to the epitope). (9) The epitope is FLNGSCGSV. The TCR CDR3 sequence is CAISNSYEQYF. Result: 1 (the TCR binds to the epitope).